The task is: Predict the reactants needed to synthesize the given product.. This data is from Full USPTO retrosynthesis dataset with 1.9M reactions from patents (1976-2016). (1) Given the product [CH:16]1([CH2:15][O:13][C:9]2[C:7]3[N:8]=[C:3]([S:2][CH3:1])[N:4]=[CH:5][C:6]=3[CH:12]=[CH:11][N:10]=2)[CH2:18][CH2:17]1, predict the reactants needed to synthesize it. The reactants are: [CH3:1][S:2][C:3]1[N:4]=[CH:5][C:6]2[CH:12]=[CH:11][NH:10][C:9](=[O:13])[C:7]=2[N:8]=1.Br[CH2:15][CH:16]1[CH2:18][CH2:17]1.CCN(CC)CC. (2) Given the product [NH:7]1[C:15]2[C:10](=[CH:11][CH:12]=[CH:13][CH:14]=2)[C:9]([C:1](=[O:5])[C:2]([OH:17])=[O:3])=[CH:8]1, predict the reactants needed to synthesize it. The reactants are: [C:1](Cl)(=[O:5])[C:2](Cl)=[O:3].[NH:7]1[C:15]2[C:10](=[CH:11][CH:12]=[CH:13][CH:14]=2)[CH:9]=[CH:8]1.C([O-])(O)=[O:17].[Na+]. (3) Given the product [NH2:1][C:2]1[N:7]=[CH:6][N:5]=[C:4]2[N:8]([CH2:12][CH2:13][N:14]([CH2:22][C:23]3[CH:28]=[CH:27][CH:26]=[CH:25][C:24]=3[F:29])[C:15](=[O:21])[O:16][C:17]([CH3:20])([CH3:19])[CH3:18])[N:9]=[C:10]([C:33]3[CH:34]=[C:35]([OH:37])[CH:36]=[C:31]([F:30])[CH:32]=3)[C:3]=12, predict the reactants needed to synthesize it. The reactants are: [NH2:1][C:2]1[N:7]=[CH:6][N:5]=[C:4]2[N:8]([CH2:12][CH2:13][N:14]([CH2:22][C:23]3[CH:28]=[CH:27][CH:26]=[CH:25][C:24]=3[F:29])[C:15](=[O:21])[O:16][C:17]([CH3:20])([CH3:19])[CH3:18])[N:9]=[C:10](I)[C:3]=12.[F:30][C:31]1[CH:32]=[C:33](B(O)O)[CH:34]=[C:35]([OH:37])[CH:36]=1.C(=O)([O-])[O-].[Na+].[Na+]. (4) Given the product [Cl:1][C:2]1[CH:3]=[CH:4][C:5]([N:8]2[CH:12]=[C:11]([C:13]([OH:15])=[O:14])[C:10]([CH2:18][OH:19])=[N:9]2)=[CH:6][CH:7]=1, predict the reactants needed to synthesize it. The reactants are: [Cl:1][C:2]1[CH:7]=[CH:6][C:5]([N:8]2[CH:12]=[C:11]([C:13]([O:15]CC)=[O:14])[C:10]([CH2:18][OH:19])=[N:9]2)=[CH:4][CH:3]=1.[OH-].[Na+].Cl. (5) Given the product [Br:8][CH2:9][CH2:10][CH2:11][O:12][C:13]1[CH:14]=[CH:15][C:16]([CH2:17][NH:18][C:19]2[N:24]=[C:23]([O:25][CH2:26][C:27]([F:29])([F:28])[F:30])[N:22]=[C:21]([NH:31][C:32]3[CH:33]=[CH:34][C:35]([C:36]([N:38]4[CH2:53][CH2:52][C:40]5([CH2:41][CH2:42][NH:43][CH2:44]5)[CH2:39]4)=[O:37])=[CH:54][CH:55]=3)[N:20]=2)=[CH:56][CH:57]=1, predict the reactants needed to synthesize it. The reactants are: C(O)(C(F)(F)F)=O.[Br:8][CH2:9][CH2:10][CH2:11][O:12][C:13]1[CH:57]=[CH:56][C:16]([CH2:17][NH:18][C:19]2[N:24]=[C:23]([O:25][CH2:26][C:27]([F:30])([F:29])[F:28])[N:22]=[C:21]([NH:31][C:32]3[CH:55]=[CH:54][C:35]([C:36]([N:38]4[CH2:53][CH2:52][C:40]5([CH2:44][N:43](C(OC(C)(C)C)=O)[CH2:42][CH2:41]5)[CH2:39]4)=[O:37])=[CH:34][CH:33]=3)[N:20]=2)=[CH:15][CH:14]=1.